From a dataset of Drug-target binding data from BindingDB using IC50 measurements. Regression. Given a target protein amino acid sequence and a drug SMILES string, predict the binding affinity score between them. We predict pIC50 (pIC50 = -log10(IC50 in M); higher means more potent). Dataset: bindingdb_ic50. The small molecule is COc1ccc2nc(N[C@@H](c3ccccc3O)P(=O)(OC)OC)sc2c1. The target protein (Q99714) has sequence MAAACRSVKGLVAVITGGASGLGLATAERLVGQGASAVLLDLPNSGGEAQAKKLGNNCVFAPADVTSEKDVQTALALAKGKFGRVDVAVNCAGIAVASKTYNLKKGQTHTLEDFQRVLDVNLMGTFNVIRLVAGEMGQNEPDQGGQRGVIINTASVAAFEGQVGQAAYSASKGGIVGMTLPIARDLAPIGIRVMTIAPGLFGTPLLTSLPEKVCNFLASQVPFPSRLGDPAEYAHLVQAIIENPFLNGEVIRLDGAIRMQP. The pIC50 is 5.1.